This data is from Reaction yield outcomes from USPTO patents with 853,638 reactions. The task is: Predict the reaction yield, written as a fraction of the theoretical maximum amount of product (1.0 means a 100% yield; for example, 0.34 means a 34% yield). (1) The reactants are [C:1]([O:5][C:6]([N:8]1[CH:13]([C:14]2[O:18][N:17]=[C:16]([C:19]3[CH:24]=[CH:23][CH:22]=[C:21]([Cl:25])[CH:20]=3)[N:15]=2)[C:12](OC)=[N:11][CH2:10][CH2:9]1)=[O:7])([CH3:4])([CH3:3])[CH3:2].[CH3:28][O:29][C:30]1[CH:39]=[CH:38][C:33]([C:34]([NH:36][NH2:37])=O)=[CH:32][CH:31]=1. The catalyst is CO.C(OCC)(=O)C. The product is [C:1]([O:5][C:6]([N:8]1[CH2:9][CH2:10][N:11]2[C:34]([C:33]3[CH:38]=[CH:39][C:30]([O:29][CH3:28])=[CH:31][CH:32]=3)=[N:36][N:37]=[C:12]2[CH:13]1[C:14]1[O:18][N:17]=[C:16]([C:19]2[CH:24]=[CH:23][CH:22]=[C:21]([Cl:25])[CH:20]=2)[N:15]=1)=[O:7])([CH3:2])([CH3:3])[CH3:4]. The yield is 0.200. (2) The catalyst is O. The yield is 1.00. The reactants are [NH2:1][C:2]1[CH:6]=[C:5]([C:7]([CH3:10])([CH3:9])[CH3:8])[S:4][C:3]=1[C:11]([O:13][CH3:14])=[O:12].Cl[C:16]([O:18][CH2:19][C:20]1[CH:25]=[CH:24][CH:23]=[CH:22][CH:21]=1)=[O:17].C([O-])([O-])=O.[Na+].[Na+].C1(C)C=CC=CC=1. The product is [C:16]([NH:1][C:2]1[CH:6]=[C:5]([C:7]([CH3:10])([CH3:8])[CH3:9])[S:4][C:3]=1[C:11]([O:13][CH3:14])=[O:12])([O:18][CH2:19][C:20]1[CH:25]=[CH:24][CH:23]=[CH:22][CH:21]=1)=[O:17].